Dataset: Reaction yield outcomes from USPTO patents with 853,638 reactions. Task: Predict the reaction yield, written as a fraction of the theoretical maximum amount of product (1.0 means a 100% yield; for example, 0.34 means a 34% yield). (1) The reactants are [NH:1]1[C:5]2[CH:6]=[CH:7][C:8]([C:10]([OH:12])=O)=[CH:9][C:4]=2[N:3]=[CH:2]1.[CH2:13]1[C@H:22]2[C@H:17]([CH2:18][CH2:19][C:20]3[CH:26]=[CH:25][C:24]([C:27]#[N:28])=[CH:23][C:21]=32)[NH:16][CH2:15][CH2:14]1. No catalyst specified. The product is [NH:1]1[C:5]2[CH:6]=[CH:7][C:8]([C:10]([N:16]3[C@@H:17]4[C@@H:22]([C:21]5[CH:23]=[C:24]([C:27]#[N:28])[CH:25]=[CH:26][C:20]=5[CH2:19][CH2:18]4)[CH2:13][CH2:14][CH2:15]3)=[O:12])=[CH:9][C:4]=2[N:3]=[CH:2]1. The yield is 0.640. (2) The reactants are [Cl:1][C:2]1[N:3]=[C:4](Cl)[C:5]2[CH2:10][CH2:9][CH:8]([C:11]3[CH:16]=[CH:15][C:14]([F:17])=[CH:13][CH:12]=3)[C:6]=2[N:7]=1.[CH3:19][C:20]1([NH:26][C:27](=[O:33])[O:28][C:29]([CH3:32])([CH3:31])[CH3:30])[CH2:25][CH2:24][NH:23][CH2:22][CH2:21]1. The catalyst is CO. The product is [Cl:1][C:2]1[N:3]=[C:4]([N:23]2[CH2:22][CH2:21][C:20]([NH:26][C:27](=[O:33])[O:28][C:29]([CH3:32])([CH3:31])[CH3:30])([CH3:19])[CH2:25][CH2:24]2)[C:5]2[CH2:10][CH2:9][CH:8]([C:11]3[CH:16]=[CH:15][C:14]([F:17])=[CH:13][CH:12]=3)[C:6]=2[N:7]=1. The yield is 0.244. (3) The reactants are [F:1][C@@H:2]1[CH2:6][N:5]([C:7]2[CH:8]=[CH:9][C:10]([N+:13]([O-])=O)=[N:11][CH:12]=2)[C@@H:4]([C:16]2[CH:21]=[C:20]([F:22])[CH:19]=[CH:18][C:17]=2[O:23][C@H:24]2[CH2:28][CH2:27][O:26][CH2:25]2)[CH2:3]1. The catalyst is C(O)C.[Ni]. The product is [F:1][C@@H:2]1[CH2:6][N:5]([C:7]2[CH:8]=[CH:9][C:10]([NH2:13])=[N:11][CH:12]=2)[C@@H:4]([C:16]2[CH:21]=[C:20]([F:22])[CH:19]=[CH:18][C:17]=2[O:23][C@H:24]2[CH2:28][CH2:27][O:26][CH2:25]2)[CH2:3]1. The yield is 0.890. (4) The reactants are [CH3:1][N:2]1[CH:6]=[C:5]([C:7]2[CH:8]=[C:9]([CH:14]=[C:15]([C:17]([F:20])([F:19])[F:18])[CH:16]=2)[C:10]([O:12]C)=[O:11])[CH:4]=[N:3]1.[OH-].[Na+]. The catalyst is CO. The product is [CH3:1][N:2]1[CH:6]=[C:5]([C:7]2[CH:8]=[C:9]([CH:14]=[C:15]([C:17]([F:18])([F:19])[F:20])[CH:16]=2)[C:10]([OH:12])=[O:11])[CH:4]=[N:3]1. The yield is 0.957. (5) The reactants are O=[C:2]1[N:7]([CH2:8][C:9]2[CH:14]=[CH:13][CH:12]=[CH:11][CH:10]=2)[C@H:6]([C:15]([NH:17][CH2:18][C:19]2[CH:24]=[CH:23][CH:22]=[CH:21][CH:20]=2)=O)[CH2:5][O:4][CH2:3]1.[H-].[H-].[H-].[H-].[Li+].[Al+3]. The catalyst is COCCOC. The product is [C:19]1([CH2:18][NH:17][CH2:15][C@@H:6]2[CH2:5][O:4][CH2:3][CH2:2][N:7]2[CH2:8][C:9]2[CH:14]=[CH:13][CH:12]=[CH:11][CH:10]=2)[CH:20]=[CH:21][CH:22]=[CH:23][CH:24]=1. The yield is 0.660.